Task: Regression. Given two drug SMILES strings and cell line genomic features, predict the synergy score measuring deviation from expected non-interaction effect.. Dataset: NCI-60 drug combinations with 297,098 pairs across 59 cell lines (1) Drug 1: C1CC(=O)NC(=O)C1N2CC3=C(C2=O)C=CC=C3N. Drug 2: COCCOC1=C(C=C2C(=C1)C(=NC=N2)NC3=CC=CC(=C3)C#C)OCCOC.Cl. Cell line: UO-31. Synergy scores: CSS=7.07, Synergy_ZIP=-5.11, Synergy_Bliss=-3.21, Synergy_Loewe=-10.4, Synergy_HSA=-3.46. (2) Drug 1: CC1=C(C(=CC=C1)Cl)NC(=O)C2=CN=C(S2)NC3=CC(=NC(=N3)C)N4CCN(CC4)CCO. Drug 2: CN(CC1=CN=C2C(=N1)C(=NC(=N2)N)N)C3=CC=C(C=C3)C(=O)NC(CCC(=O)O)C(=O)O. Cell line: NCI/ADR-RES. Synergy scores: CSS=16.0, Synergy_ZIP=-1.94, Synergy_Bliss=5.08, Synergy_Loewe=-10.2, Synergy_HSA=-1.17. (3) Drug 1: CCCS(=O)(=O)NC1=C(C(=C(C=C1)F)C(=O)C2=CNC3=C2C=C(C=N3)C4=CC=C(C=C4)Cl)F. Drug 2: C#CCC(CC1=CN=C2C(=N1)C(=NC(=N2)N)N)C3=CC=C(C=C3)C(=O)NC(CCC(=O)O)C(=O)O. Cell line: COLO 205. Synergy scores: CSS=38.3, Synergy_ZIP=4.70, Synergy_Bliss=4.28, Synergy_Loewe=3.67, Synergy_HSA=3.24. (4) Drug 1: C1CCC(CC1)NC(=O)N(CCCl)N=O. Drug 2: CCN(CC)CCCC(C)NC1=C2C=C(C=CC2=NC3=C1C=CC(=C3)Cl)OC. Cell line: HCT116. Synergy scores: CSS=7.85, Synergy_ZIP=3.15, Synergy_Bliss=1.97, Synergy_Loewe=1.07, Synergy_HSA=4.97. (5) Drug 1: C1CC(CCC1OC2=C(C(=CC=C2)Cl)F)(CC3=NC(=CC=C3)NC4=NC=CS4)C(=O)O. Drug 2: CNC(=O)C1=NC=CC(=C1)OC2=CC=C(C=C2)NC(=O)NC3=CC(=C(C=C3)Cl)C(F)(F)F. Cell line: HT29. Synergy scores: CSS=58.6, Synergy_ZIP=0.126, Synergy_Bliss=1.79, Synergy_Loewe=-1.52, Synergy_HSA=3.64.